Dataset: Forward reaction prediction with 1.9M reactions from USPTO patents (1976-2016). Task: Predict the product of the given reaction. (1) Given the reactants [CH3:1][C:2]1[CH:3]=[N:4][C:5]([C:9]([OH:11])=O)=[CH:6][N+:7]=1[O-:8].[NH2:12][CH2:13][CH2:14][NH:15][C:16](=[O:22])[O:17][C:18]([CH3:21])([CH3:20])[CH3:19].CN(C(ON1N=NC2C=CC=NC1=2)=[N+](C)C)C.F[P-](F)(F)(F)(F)F.CCN(C(C)C)C(C)C, predict the reaction product. The product is: [C:18]([O:17][C:16]([NH:15][CH2:14][CH2:13][NH:12][C:9]([C:5]1[N:4]=[CH:3][C:2]([CH3:1])=[N+:7]([O-:8])[CH:6]=1)=[O:11])=[O:22])([CH3:21])([CH3:20])[CH3:19]. (2) Given the reactants [CH3:1][C:2]([CH3:13])([O:6][C:7]([O:9][CH:10](Cl)[CH3:11])=[O:8])[CH2:3][CH2:4][CH3:5].[OH:14][C@@H:15]([C@H:17]1[C:37](=[O:38])[N:19]2[C:20]([C:34]([O-:36])=[O:35])=[C:21]([C:24]3[S:28][C:27]4=[C:29]([S:32][CH3:33])[N:30]=[CH:31][N:26]4[CH:25]=3)[C@H:22]([CH3:23])[C@H:18]12)[CH3:16].[Na+].O, predict the reaction product. The product is: [OH:14][C@@H:15]([C@H:17]1[C:37](=[O:38])[N:19]2[C:20]([C:34]([O:36][CH:10]([O:9][C:7]([O:6][C:2]([CH3:13])([CH3:1])[CH2:3][CH2:4][CH3:5])=[O:8])[CH3:11])=[O:35])=[C:21]([C:24]3[S:28][C:27]4=[C:29]([S:32][CH3:33])[N:30]=[CH:31][N:26]4[CH:25]=3)[C@H:22]([CH3:23])[C@H:18]12)[CH3:16]. (3) Given the reactants [O:1]1[CH:5]=[CH:4][CH:3]=[C:2]1[CH2:6][NH:7][S:8]([C:11]1[CH:12]=[C:13]([CH:17]=[CH:18][C:19]([OH:21])=O)[CH:14]=[CH:15][CH:16]=1)(=[O:10])=[O:9].C(OC(Cl)=O)C.C(N(CC)CC)C.[OH-:35].[K+].Cl.[NH2:38]O, predict the reaction product. The product is: [O:1]1[CH:5]=[CH:4][CH:3]=[C:2]1[CH2:6][NH:7][S:8]([C:11]1[CH:12]=[C:13]([CH:17]=[CH:18][C:19]([NH:38][OH:35])=[O:21])[CH:14]=[CH:15][CH:16]=1)(=[O:10])=[O:9]. (4) Given the reactants [NH:1]1[CH:5]=[CH:4][CH:3]=[N:2]1.[CH2:6]([O:13][C:14]1[CH:15]=[CH:16][C:17](F)=[N:18][CH:19]=1)[C:7]1[CH:12]=[CH:11][CH:10]=[CH:9][CH:8]=1.C([O-])([O-])=O.[K+].[K+].O, predict the reaction product. The product is: [CH2:6]([O:13][C:14]1[CH:15]=[CH:16][C:17]([N:1]2[CH:5]=[CH:4][CH:3]=[N:2]2)=[N:18][CH:19]=1)[C:7]1[CH:8]=[CH:9][CH:10]=[CH:11][CH:12]=1. (5) Given the reactants [CH2:1]([O:8][C:9]([N:11]1[CH2:23][CH2:22][C:21]2[C:20]3[C:15](=[CH:16][CH:17]=[CH:18][CH:19]=3)[NH:14][C:13]=2[CH2:12]1)=[O:10])[C:2]1[CH:7]=[CH:6][CH:5]=[CH:4][CH:3]=1.[H-].[Na+].[F:26][C:27]([F:37])([F:36])[C:28]1[CH:35]=[CH:34][C:31]([CH2:32]Br)=[CH:30][CH:29]=1.O, predict the reaction product. The product is: [CH2:1]([O:8][C:9]([N:11]1[CH2:23][CH2:22][C:21]2[C:20]3[C:15](=[CH:16][CH:17]=[CH:18][CH:19]=3)[N:14]([CH2:32][C:31]3[CH:30]=[CH:29][C:28]([C:27]([F:26])([F:36])[F:37])=[CH:35][CH:34]=3)[C:13]=2[CH2:12]1)=[O:10])[C:2]1[CH:3]=[CH:4][CH:5]=[CH:6][CH:7]=1. (6) Given the reactants [Cl:1][C:2]1[CH:11]=[C:10]([Cl:12])[C:9]([C:13]2[C:18]([F:19])=[CH:17][CH:16]=[CH:15][N:14]=2)=[CH:8][C:3]=1[C:4]([O:6]C)=[O:5].[OH-].[Na+], predict the reaction product. The product is: [Cl:1][C:2]1[CH:11]=[C:10]([Cl:12])[C:9]([C:13]2[C:18]([F:19])=[CH:17][CH:16]=[CH:15][N:14]=2)=[CH:8][C:3]=1[C:4]([OH:6])=[O:5].